Dataset: Forward reaction prediction with 1.9M reactions from USPTO patents (1976-2016). Task: Predict the product of the given reaction. (1) Given the reactants [Cl:1][C:2]1[CH:3]=[C:4]([C:8]2[C:12]([C:13](O)=[O:14])=[C:11]([CH3:16])[O:10][N:9]=2)[CH:5]=[CH:6][CH:7]=1.C(N(CC)CC)C.C(OC(Cl)=O)C.[BH4-].[Na+], predict the reaction product. The product is: [Cl:1][C:2]1[CH:3]=[C:4]([C:8]2[C:12]([CH2:13][OH:14])=[C:11]([CH3:16])[O:10][N:9]=2)[CH:5]=[CH:6][CH:7]=1. (2) The product is: [CH:15]1([C@@H:18]([C:20]2[CH:25]=[CH:24][CH:23]=[CH:22][C:21]=2[F:26])[NH:19][C:11]([C:8]2[CH:9]=[C:10]3[C:5](=[CH:6][CH:7]=2)[NH:4][N:3]=[C:2]3[I:1])=[O:13])[CH2:16][CH2:17]1. Given the reactants [I:1][C:2]1[C:10]2[C:5](=[CH:6][CH:7]=[C:8]([C:11]([OH:13])=O)[CH:9]=2)[NH:4][N:3]=1.Cl.[CH:15]1([C@@H:18]([C:20]2[CH:25]=[CH:24][CH:23]=[CH:22][C:21]=2[F:26])[NH2:19])[CH2:17][CH2:16]1.C1N(P(Cl)(N2C(=O)OCC2)=O)C(=O)OC1.CCN(C(C)C)C(C)C, predict the reaction product. (3) Given the reactants [CH2:1]([C@H:3]1[CH2:7][NH:6][CH2:5][C@H:4]1[NH:8][C:9]1[C:10]2[N:11]([CH:18]=[C:19]([C:21]3[CH:22]=[N:23][C:24]([CH2:27][NH:28][C:29](=[O:33])[CH2:30][O:31][CH3:32])=[CH:25][CH:26]=3)[CH:20]=2)[N:12]=[CH:13][C:14]=1[C:15]([NH2:17])=[O:16])[CH3:2].[C:34]([C:36]([CH3:41])([CH3:40])[C:37](O)=[O:38])#[N:35].F[P-](F)(F)(F)(F)F.N1(O[P+](N(C)C)(N(C)C)N(C)C)C2C=CC=CC=2N=N1.CCN(C(C)C)C(C)C, predict the reaction product. The product is: [C:34]([C:36]([CH3:41])([CH3:40])[C:37]([N:6]1[CH2:7][C@H:3]([CH2:1][CH3:2])[C@H:4]([NH:8][C:9]2[C:10]3[N:11]([CH:18]=[C:19]([C:21]4[CH:22]=[N:23][C:24]([CH2:27][NH:28][C:29](=[O:33])[CH2:30][O:31][CH3:32])=[CH:25][CH:26]=4)[CH:20]=3)[N:12]=[CH:13][C:14]=2[C:15]([NH2:17])=[O:16])[CH2:5]1)=[O:38])#[N:35].